From a dataset of Catalyst prediction with 721,799 reactions and 888 catalyst types from USPTO. Predict which catalyst facilitates the given reaction. Reactant: Br[C:2]1[CH:7]=[C:6]([CH3:8])[CH:5]=[CH:4][C:3]=1[C:9]([O:14]COC)([CH2:12][CH3:13])[CH2:10][CH3:11].[Li]CCCC.[B:23](OC(C)C)(OC(C)C)[O:24]C(C)C. Product: [CH2:10]([C:9]1([CH2:12][CH3:13])[O:14][B:23]([OH:24])[C:2]2[CH:7]=[C:6]([CH3:8])[CH:5]=[CH:4][C:3]1=2)[CH3:11]. The catalyst class is: 1.